This data is from Full USPTO retrosynthesis dataset with 1.9M reactions from patents (1976-2016). The task is: Predict the reactants needed to synthesize the given product. (1) The reactants are: [CH3:1][CH:2]([CH3:39])[CH2:3][N:4]([CH2:15][C:16]1[N:20]([CH2:21][C@H:22]2[CH2:27][CH2:26][CH2:25][N:24](C(OC(C)(C)C)=O)[CH2:23]2)[C:19]2[CH:35]=[CH:36][CH:37]=[CH:38][C:18]=2[N:17]=1)[C@@H:5]1[C:14]2[N:13]=[CH:12][CH:11]=[CH:10][C:9]=2[CH2:8][CH2:7][CH2:6]1.CN(CC1N(C[C@H]2CCCNC2)C2C=CC=CC=2N=1)[C@@H]1C2N=CC=CC=2CCC1. Given the product [CH3:1][CH:2]([CH3:39])[CH2:3][N:4]([CH2:15][C:16]1[N:20]([CH2:21][C@H:22]2[CH2:27][CH2:26][CH2:25][NH:24][CH2:23]2)[C:19]2[CH:35]=[CH:36][CH:37]=[CH:38][C:18]=2[N:17]=1)[C@@H:5]1[C:14]2[N:13]=[CH:12][CH:11]=[CH:10][C:9]=2[CH2:8][CH2:7][CH2:6]1, predict the reactants needed to synthesize it. (2) Given the product [CH3:12][S:13][C:14]1[CH:15]=[CH:16][C:17]([C:20]2[S:24][C:23]([CH2:25][NH:11][C:8]34[CH2:10][CH:4]5[CH2:5][CH:6]([CH2:1][CH:2]([CH2:3]5)[CH2:9]3)[CH2:7]4)=[CH:22][CH:21]=2)=[CH:18][CH:19]=1, predict the reactants needed to synthesize it. The reactants are: [CH2:1]1[CH:6]2[CH2:7][C:8]3([NH2:11])[CH2:10][CH:4]([CH2:5]2)[CH2:3][CH:2]1[CH2:9]3.[CH3:12][S:13][C:14]1[CH:19]=[CH:18][C:17]([C:20]2[S:24][C:23]([CH:25]=O)=[CH:22][CH:21]=2)=[CH:16][CH:15]=1. (3) Given the product [Cl:66][C:61]1[CH:62]=[CH:63][CH:64]=[CH:65][C:60]=1[CH2:59][C:46]1[C:47]([C:56]([NH:5][CH2:4][CH:3]([O:6][CH3:7])[O:2][CH3:1])=[O:57])=[N:48][N:49]([S:50]([N:53]([CH3:55])[CH3:54])(=[O:52])=[O:51])[C:45]=1[N:41]1[CH2:42][CH2:43][CH2:44][C@@H:39]([NH:38][C:36](=[O:37])[O:31][C:32]([CH3:35])([CH3:33])[CH3:34])[CH2:40]1, predict the reactants needed to synthesize it. The reactants are: [CH3:1][O:2][CH:3]([O:6][CH3:7])[CH2:4][NH2:5].Cl.C(N=C=NCCCN(C)C)C.O.ON1C2C=CC=CC=2N=N1.[O:31]([C:36]([NH:38][C@@H:39]1[CH2:44][CH2:43][CH2:42][N:41]([C:45]2[N:49]([S:50]([N:53]([CH3:55])[CH3:54])(=[O:52])=[O:51])[N:48]=[C:47]([C:56](O)=[O:57])[C:46]=2[CH2:59][C:60]2[CH:65]=[CH:64][CH:63]=[CH:62][C:61]=2[Cl:66])[CH2:40]1)=[O:37])[C:32]([CH3:35])([CH3:34])[CH3:33].C(=O)([O-])O.[Na+]. (4) Given the product [Si:1]([O:8][CH2:9][C@@:10]1([CH3:30])[S:16][CH2:15][CH2:14][N:13]2[C:17]([C:20]3([C:23]4[CH:28]=[CH:27][C:26]([C:33]5[CH:32]=[N:31][CH:36]=[CH:35][CH:34]=5)=[CH:25][CH:24]=4)[CH2:22][CH2:21]3)=[N:18][N:19]=[C:12]2[CH2:11]1)([C:4]([CH3:7])([CH3:6])[CH3:5])([CH3:3])[CH3:2], predict the reactants needed to synthesize it. The reactants are: [Si:1]([O:8][CH2:9][C@@:10]1([CH3:30])[S:16][CH2:15][CH2:14][N:13]2[C:17]([C:20]3([C:23]4[CH:28]=[CH:27][C:26](Cl)=[CH:25][CH:24]=4)[CH2:22][CH2:21]3)=[N:18][N:19]=[C:12]2[CH2:11]1)([C:4]([CH3:7])([CH3:6])[CH3:5])([CH3:3])[CH3:2].[N:31]1[CH:36]=[CH:35][CH:34]=[C:33](B(O)O)[CH:32]=1.C1(P(C2CCCCC2)C2CCCCC2)CCCCC1.P([O-])([O-])([O-])=O.[K+].[K+].[K+].